From a dataset of Full USPTO retrosynthesis dataset with 1.9M reactions from patents (1976-2016). Predict the reactants needed to synthesize the given product. (1) Given the product [F:67][C:64]([F:65])([F:66])[C:58]1[CH:57]=[C:56]([NH:55][CH:52]2[CH2:53][CH2:54][N:49]([C:19](=[O:21])[CH2:18][CH2:17][CH2:16][N:13]3[CH2:12][CH2:11][N:10]([C:7]4[CH:6]=[CH:5][C:4]([C:3]([F:2])([F:22])[F:23])=[CH:9][N:32]=4)[CH2:15][CH2:14]3)[CH2:50][CH2:51]2)[CH:63]=[CH:62][C:59]=1[C:60]#[N:61], predict the reactants needed to synthesize it. The reactants are: [Li+].[F:2][C:3]([F:23])([F:22])[C:4]1[CH:9]=C[C:7]([N:10]2[CH2:15][CH2:14][N:13]([CH2:16][CH2:17][CH2:18][C:19]([O-:21])=O)[CH2:12][CH2:11]2)=[CH:6][CH:5]=1.F[P-](F)(F)(F)(F)F.C[N:32](C)C(ON1C2C=CC=CC=2N=N1)=[N+](C)C.Cl.[NH:49]1[CH2:54][CH2:53][CH:52]([NH:55][C:56]2[CH:63]=[CH:62][C:59]([C:60]#[N:61])=[C:58]([C:64]([F:67])([F:66])[F:65])[CH:57]=2)[CH2:51][CH2:50]1.C(N(C(C)C)CC)(C)C.[O-2].[Al+3].[O-2].[O-2].[Al+3]. (2) Given the product [CH3:14][Si:2]([CH3:1])([CH3:15])[CH2:3][CH2:4][C:5]1[CH:10]=[CH:9][CH:8]=[CH:7][C:6]=1[NH2:11], predict the reactants needed to synthesize it. The reactants are: [CH3:1][Si:2]([CH3:15])([CH3:14])[C:3]#[C:4][C:5]1[CH:10]=[CH:9][CH:8]=[CH:7][C:6]=1[N+:11]([O-])=O. (3) Given the product [CH:1]([C:4]1[N:8]=[N:7][N:6]([C:9]2[CH:14]=[CH:13][CH:12]=[CH:11][C:10]=2[O:15][C:16]([F:19])([F:18])[F:17])[C:5]=1[CH2:20][O:21][C:22]1[N:27]=[C:26]([CH3:28])[C:25]([NH2:29])=[CH:24][CH:23]=1)([CH3:3])[CH3:2], predict the reactants needed to synthesize it. The reactants are: [CH:1]([C:4]1[N:8]=[N:7][N:6]([C:9]2[CH:14]=[CH:13][CH:12]=[CH:11][C:10]=2[O:15][C:16]([F:19])([F:18])[F:17])[C:5]=1[CH2:20][O:21][C:22]1[N:27]=[C:26]([CH3:28])[C:25]([N+:29]([O-])=O)=[CH:24][CH:23]=1)([CH3:3])[CH3:2]. (4) Given the product [Cl:1][C:2]1[C:11]([F:12])=[CH:10][C:9]([NH2:13])=[C:8]2[C:3]=1[CH:4]=[CH:5][CH:6]=[N:7]2, predict the reactants needed to synthesize it. The reactants are: [Cl:1][C:2]1[C:11]([F:12])=[CH:10][C:9]([N+:13]([O-])=O)=[C:8]2[C:3]=1[CH:4]=[CH:5][CH:6]=[N:7]2.O.NN. (5) Given the product [OH:1][C:3]1([CH2:2][NH:14][C:15]2[CH:20]=[CH:19][CH:18]=[CH:17][CH:16]=2)[CH2:8][CH2:7][CH:6]([C:9]([O:11][CH2:12][CH3:13])=[O:10])[CH2:5][CH2:4]1, predict the reactants needed to synthesize it. The reactants are: [O:1]1[C:3]2([CH2:8][CH2:7][CH:6]([C:9]([O:11][CH2:12][CH3:13])=[O:10])[CH2:5][CH2:4]2)[CH2:2]1.[NH2:14][C:15]1[CH:20]=[CH:19][CH:18]=[CH:17][CH:16]=1.[NH4+].[Cl-]. (6) Given the product [ClH:30].[CH3:1][C:2]1[NH:28][C:5]2=[C:6]([N:18]3[CH2:27][CH2:26][C:25]4[C:20](=[CH:21][CH:22]=[CH:23][CH:24]=4)[CH2:19]3)[N:7]=[C:8]([CH2:10][N:11]3[CH2:12][CH2:13][N:14]([CH3:17])[CH2:15][CH2:16]3)[CH:9]=[C:4]2[C:3]=1[CH3:29], predict the reactants needed to synthesize it. The reactants are: [CH3:1][C:2]1[NH:28][C:5]2=[C:6]([N:18]3[CH2:27][CH2:26][C:25]4[C:20](=[CH:21][CH:22]=[CH:23][CH:24]=4)[CH2:19]3)[N:7]=[C:8]([CH2:10][N:11]3[CH2:16][CH2:15][N:14]([CH3:17])[CH2:13][CH2:12]3)[CH:9]=[C:4]2[C:3]=1[CH3:29].[ClH:30].